Regression. Given a peptide amino acid sequence and an MHC pseudo amino acid sequence, predict their binding affinity value. This is MHC class I binding data. From a dataset of Peptide-MHC class I binding affinity with 185,985 pairs from IEDB/IMGT. (1) The peptide sequence is KLYLRPWWH. The MHC is HLA-A69:01 with pseudo-sequence HLA-A69:01. The binding affinity (normalized) is 0.0847. (2) The peptide sequence is IWGRKSWPI. The MHC is HLA-A24:02 with pseudo-sequence HLA-A24:02. The binding affinity (normalized) is 0.609. (3) The peptide sequence is YRVRNVQTL. The MHC is HLA-B27:05 with pseudo-sequence HLA-B27:05. The binding affinity (normalized) is 0.787. (4) The peptide sequence is WVKKGGHVT. The MHC is HLA-A02:01 with pseudo-sequence HLA-A02:01. The binding affinity (normalized) is 0. (5) The peptide sequence is DLDKVYEIL. The MHC is HLA-A02:03 with pseudo-sequence HLA-A02:03. The binding affinity (normalized) is 0.0593.